Dataset: hERG potassium channel inhibition data for cardiac toxicity prediction from Karim et al.. Task: Regression/Classification. Given a drug SMILES string, predict its toxicity properties. Task type varies by dataset: regression for continuous values (e.g., LD50, hERG inhibition percentage) or binary classification for toxic/non-toxic outcomes (e.g., AMES mutagenicity, cardiotoxicity, hepatotoxicity). Dataset: herg_karim. (1) The drug is C[C@H]1COCCN1c1cc(CS(C)(=O)=O)nc(-c2ccc3[nH]ccc3c2)n1. The result is 0 (non-blocker). (2) The molecule is NC1CCCN(c2ccccc2/C=C2/SC(=O)NC2=O)C1. The result is 0 (non-blocker). (3) The compound is Cc1cc(N2CC[C@H](N3CCC[C@@H]3C)C2)ccc1NC(=O)C1CCOCC1. The result is 0 (non-blocker). (4) The drug is Cc1c(CCN2CCN(C(=O)Cc3ccc(-n4cnnn4)cc3)CC2)ccc2c1COC2=O. The result is 0 (non-blocker). (5) The molecule is Fc1cccc(OC(CC2CNC2)c2ccc(Cl)c(F)c2)c1. The result is 1 (blocker). (6) The molecule is CCCCN(CCCC)CC[C@H](O)c1cc2c(Cl)cc(Cl)cc2c2c1=CC[C@H](C(F)(F)F)C=2. The result is 1 (blocker). (7) The molecule is CNc1nc(C)nc(N2CCC(C(=O)NCc3ccc(Br)cc3OC(F)(F)F)CC2)n1. The result is 0 (non-blocker).